Dataset: Reaction yield outcomes from USPTO patents with 853,638 reactions. Task: Predict the reaction yield, written as a fraction of the theoretical maximum amount of product (1.0 means a 100% yield; for example, 0.34 means a 34% yield). The reactants are [O:1]1[CH:5]=[CH:4][CH:3]=[C:2]1[CH2:6][NH:7][CH2:8][C:9]1[CH:14]=[CH:13][C:12]([CH2:15][C:16]([CH3:25])([CH3:24])[C:17]([O:19][C:20]([CH3:23])([CH3:22])[CH3:21])=[O:18])=[CH:11][CH:10]=1.C(N(CC)CC)C.Br[CH2:34][C:35]([O:37][CH2:38][CH3:39])=[O:36]. The catalyst is [I-].C([N+](CCCC)(CCCC)CCCC)CCC.C1COCC1. The product is [CH2:38]([O:37][C:35](=[O:36])[CH2:34][N:7]([CH2:8][C:9]1[CH:14]=[CH:13][C:12]([CH2:15][C:16]([CH3:25])([CH3:24])[C:17]([O:19][C:20]([CH3:23])([CH3:22])[CH3:21])=[O:18])=[CH:11][CH:10]=1)[CH2:6][C:2]1[O:1][CH:5]=[CH:4][CH:3]=1)[CH3:39]. The yield is 0.940.